Dataset: Peptide-MHC class I binding affinity with 185,985 pairs from IEDB/IMGT. Task: Regression. Given a peptide amino acid sequence and an MHC pseudo amino acid sequence, predict their binding affinity value. This is MHC class I binding data. (1) The peptide sequence is AYLRKHFSM. The MHC is HLA-A24:02 with pseudo-sequence HLA-A24:02. The binding affinity (normalized) is 0. (2) The peptide sequence is TLYVKALTK. The MHC is HLA-A11:01 with pseudo-sequence HLA-A11:01. The binding affinity (normalized) is 0.707. (3) The peptide sequence is RSAFNDDGIY. The MHC is HLA-A03:01 with pseudo-sequence HLA-A03:01. The binding affinity (normalized) is 0. (4) The MHC is HLA-B15:01 with pseudo-sequence HLA-B15:01. The binding affinity (normalized) is 0.466. The peptide sequence is IAQLNRPAM. (5) The peptide sequence is FLRYLLFGI. The MHC is HLA-B08:01 with pseudo-sequence HLA-B08:01. The binding affinity (normalized) is 0. (6) The peptide sequence is STMPLSWMY. The MHC is HLA-A02:19 with pseudo-sequence HLA-A02:19. The binding affinity (normalized) is 0.0847.